The task is: Predict the reactants needed to synthesize the given product.. This data is from Full USPTO retrosynthesis dataset with 1.9M reactions from patents (1976-2016). (1) The reactants are: Cl[C:2]1[N:7]=[C:6]([NH:8][C:9]2[CH:14]=[CH:13][CH:12]=[C:11]([N+:15]([O-:17])=[O:16])[CH:10]=2)[C:5]([F:18])=[CH:4][N:3]=1.[CH3:19][O:20][CH2:21][CH2:22][O:23][CH2:24][O:25][C:26]1[CH:32]=[CH:31][C:29]([NH2:30])=[CH:28][CH:27]=1.CCCCCC.C(OCC)(=O)C. Given the product [F:18][C:5]1[C:6]([NH:8][C:9]2[CH:14]=[CH:13][CH:12]=[C:11]([N+:15]([O-:17])=[O:16])[CH:10]=2)=[N:7][C:2]([NH:30][C:29]2[CH:31]=[CH:32][C:26]([O:25][CH2:24][O:23][CH2:22][CH2:21][O:20][CH3:19])=[CH:27][CH:28]=2)=[N:3][CH:4]=1, predict the reactants needed to synthesize it. (2) The reactants are: [CH3:1][O:2][CH2:3][CH2:4][CH2:5][N:6]1[C:14]2[CH:13]=[C:12]([C:15]([O:17][CH2:18][CH3:19])=[O:16])[N:11]=[CH:10][C:9]=2[C:8]([CH:20]=[CH2:21])=[CH:7]1. Given the product [CH2:20]([C:8]1[C:9]2[CH:10]=[N:11][C:12]([C:15]([O:17][CH2:18][CH3:19])=[O:16])=[CH:13][C:14]=2[N:6]([CH2:5][CH2:4][CH2:3][O:2][CH3:1])[CH:7]=1)[CH3:21], predict the reactants needed to synthesize it. (3) Given the product [F:40][C:41]1[CH:49]=[CH:48][C:44]([C:45]([O:1][CH:2]2[CH2:20][CH:19]3[N:4]([C:5](=[O:39])[CH:6]([NH:31][C:32]([O:34][C:35]([CH3:36])([CH3:38])[CH3:37])=[O:33])[CH2:7][CH2:8][CH2:9][CH2:10][CH2:11][CH:12]=[CH:13][CH:14]4[C:16]([C:22]([NH:24][S:25]([CH:28]5[CH2:30][CH2:29]5)(=[O:27])=[O:26])=[O:23])([NH:17][C:18]3=[O:21])[CH2:15]4)[CH2:3]2)=[O:46])=[CH:43][CH:42]=1, predict the reactants needed to synthesize it. The reactants are: [OH:1][CH:2]1[CH2:20][CH:19]2[N:4]([C:5](=[O:39])[CH:6]([NH:31][C:32]([O:34][C:35]([CH3:38])([CH3:37])[CH3:36])=[O:33])[CH2:7][CH2:8][CH2:9][CH2:10][CH2:11][CH:12]=[CH:13][CH:14]3[C:16]([C:22]([NH:24][S:25]([CH:28]4[CH2:30][CH2:29]4)(=[O:27])=[O:26])=[O:23])([NH:17][C:18]2=[O:21])[CH2:15]3)[CH2:3]1.[F:40][C:41]1[CH:49]=[CH:48][C:44]([C:45](Cl)=[O:46])=[CH:43][CH:42]=1. (4) Given the product [C:19]([O:22][C:23]([N:7]1[C:15]2[C:10](=[CH:11][CH:12]=[C:13]([CH:16]=[O:17])[CH:14]=2)[CH:9]=[CH:8]1)=[O:24])([CH3:21])([CH3:20])[CH3:18], predict the reactants needed to synthesize it. The reactants are: C(O[K])(C)(C)C.[NH:7]1[C:15]2[C:10](=[CH:11][CH:12]=[C:13]([CH:16]=[O:17])[CH:14]=2)[CH:9]=[CH:8]1.[CH3:18][C:19]([O:22][C:23](O[C:23]([O:22][C:19]([CH3:21])([CH3:20])[CH3:18])=[O:24])=[O:24])([CH3:21])[CH3:20]. (5) Given the product [CH3:9][N:8]([CH3:10])[C:5]1[N:4]=[C:3]([O:11][CH3:12])[C:2]([B:13]([OH:18])[OH:14])=[CH:7][N:6]=1, predict the reactants needed to synthesize it. The reactants are: Br[C:2]1[C:3]([O:11][CH3:12])=[N:4][C:5]([N:8]([CH3:10])[CH3:9])=[N:6][CH:7]=1.[B:13](OC(C)C)([O:18]C(C)C)[O:14]C(C)C.C([Li])CCC.[Cl-].[NH4+]. (6) Given the product [CH3:34][O:33][C:30]1[CH:31]=[CH:32][C:27]([C:10]2[C:11](=[O:26])[C:12]3[C:21](=[C:20]([O:22][CH2:23][CH2:24][CH3:25])[CH:19]=[C:18]4[C:13]=3[O:14][CH2:15][CH2:16][CH2:17]4)[N:8]([CH2:7][C:6]([OH:35])=[O:5])[CH:9]=2)=[CH:28][CH:29]=1, predict the reactants needed to synthesize it. The reactants are: [OH-].[Na+].C([O:5][C:6](=[O:35])[CH2:7][N:8]1[C:21]2[C:12](=[C:13]3[C:18](=[CH:19][C:20]=2[O:22][CH2:23][CH2:24][CH3:25])[CH2:17][CH2:16][CH2:15][O:14]3)[C:11](=[O:26])[C:10]([C:27]2[CH:32]=[CH:31][C:30]([O:33][CH3:34])=[CH:29][CH:28]=2)=[CH:9]1)C.